This data is from Forward reaction prediction with 1.9M reactions from USPTO patents (1976-2016). The task is: Predict the product of the given reaction. (1) The product is: [NH2:40][C:4]1[C:9]([Cl:10])=[C:8]([O:11][C:12]2[CH:17]=[CH:16][C:15]([NH:18][C:19]([C:21]3[C:22](=[O:36])[N:23]([C:30]4[CH:35]=[CH:34][CH:33]=[CH:32][CH:31]=4)[N:24]4[CH2:29][CH2:28][CH2:27][CH2:26][C:25]=34)=[O:20])=[CH:14][C:13]=2[F:37])[CH:7]=[CH:6][N:5]=1. Given the reactants C([C:4]1[C:9]([Cl:10])=[C:8]([O:11][C:12]2[CH:17]=[CH:16][C:15]([NH:18][C:19]([C:21]3[C:22](=[O:36])[N:23]([C:30]4[CH:35]=[CH:34][CH:33]=[CH:32][CH:31]=4)[N:24]4[CH2:29][CH2:28][CH2:27][CH2:26][C:25]=34)=[O:20])=[CH:14][C:13]=2[F:37])[CH:7]=[CH:6][N:5]=1)(=O)N.CC#[N:40].O.C(OI(C1C=CC=CC=1)OC(=O)C)(=O)C, predict the reaction product. (2) Given the reactants [Cl:1][C:2]1[CH:7]=[CH:6][N:5]=[C:4]([NH:8][C:9]2[CH:14]=[CH:13][CH:12]=[C:11]([C:15]3[N:16]=[C:17]([CH3:20])[S:18][CH:19]=3)[CH:10]=2)[N:3]=1.[CH3:21][N:22]([CH3:27])[CH2:23][CH2:24][CH2:25][NH2:26].C(N(C(C)C)CC)(C)C.Cl, predict the reaction product. The product is: [ClH:1].[CH3:21][N:22]([CH3:27])[CH2:23][CH2:24][CH2:25][NH:26][C:2]1[CH:7]=[CH:6][N:5]=[C:4]([NH:8][C:9]2[CH:14]=[CH:13][CH:12]=[C:11]([C:15]3[N:16]=[C:17]([CH3:20])[S:18][CH:19]=3)[CH:10]=2)[N:3]=1. (3) Given the reactants Cl[N:2]1[C:6]2[CH:7]=[CH:8][CH:9]=[N:10][C:5]=2[CH:4]=[CH:3]1.Cl[C:12]1[C:17](N)=[CH:16][CH:15]=[CH:14]N=1.[C:19](OCC)(=O)[CH3:20].O1[CH2:29][CH2:28][CH2:27][CH2:26]1, predict the reaction product. The product is: [CH2:26]([C:16]1[CH:17]=[CH:12][C:3]([CH2:4][C:5]2[N:10]=[CH:9][CH:8]=[C:7]3[CH:20]=[CH:19][NH:2][C:6]=23)=[CH:14][CH:15]=1)[CH2:27][CH2:28][CH3:29]. (4) The product is: [NH:15]1[CH2:14][CH:13]([C:11]([N:8]2[CH2:9][CH2:10][N:5]([CH:1]3[CH2:2][CH2:3][CH2:4]3)[CH2:6][CH2:7]2)=[O:12])[CH2:16]1. Given the reactants [CH:1]1([N:5]2[CH2:10][CH2:9][N:8]([C:11]([CH:13]3[CH2:16][N:15](C(OCC4C=CC=CC=4)=O)[CH2:14]3)=[O:12])[CH2:7][CH2:6]2)[CH2:4][CH2:3][CH2:2]1, predict the reaction product.